Dataset: Forward reaction prediction with 1.9M reactions from USPTO patents (1976-2016). Task: Predict the product of the given reaction. Given the reactants [CH3:1][N:2]([CH3:8])[C@@H:3]1[CH2:7][CH2:6][NH:5][CH2:4]1.F[C:10]1[C:15]([N+:16]([O-:18])=[O:17])=[CH:14][C:13]([NH:19][C:20]2[N:25]=[C:24]([C:26]3[C:34]4[C:29](=[CH:30][CH:31]=[CH:32][CH:33]=4)[NH:28][CH:27]=3)[CH:23]=[CH:22][N:21]=2)=[C:12]([O:35][CH3:36])[CH:11]=1.CCN(C(C)C)C(C)C, predict the reaction product. The product is: [CH3:1][N:2]([CH3:8])[C@@H:3]1[CH2:7][CH2:6][N:5]([C:10]2[C:15]([N+:16]([O-:18])=[O:17])=[CH:14][C:13]([NH:19][C:20]3[N:25]=[C:24]([C:26]4[C:34]5[C:29](=[CH:30][CH:31]=[CH:32][CH:33]=5)[NH:28][CH:27]=4)[CH:23]=[CH:22][N:21]=3)=[C:12]([O:35][CH3:36])[CH:11]=2)[CH2:4]1.